This data is from Reaction yield outcomes from USPTO patents with 853,638 reactions. The task is: Predict the reaction yield, written as a fraction of the theoretical maximum amount of product (1.0 means a 100% yield; for example, 0.34 means a 34% yield). (1) The reactants are [CH3:1][O:2][C:3](=[O:20])[CH:4]=[CH:5][C:6]1[CH:11]=[CH:10][C:9]([C:12]2[CH:17]=[CH:16][C:15]([OH:18])=[CH:14][C:13]=2[CH3:19])=[CH:8][CH:7]=1.[Cl:21][C:22]1[CH:27]=[CH:26][CH:25]=[C:24]([Cl:28])[C:23]=1[N:29]1[C:33]([CH2:34]O)=[C:32]([CH:36]([CH3:38])[CH3:37])[CH:31]=[N:30]1.N(C(N1CCCCC1)=O)=N[C:41](N1CCCCC1)=O.C(P(CCCC)CCCC)CCC. The catalyst is CCCCCC.C1(C)C=CC=CC=1. The product is [CH2:1]([O:2][C:3](=[O:20])[CH:4]=[CH:5][C:6]1[CH:7]=[CH:8][C:9]([C:12]2[CH:17]=[CH:16][C:15]([O:18][CH2:34][C:33]3[N:29]([C:23]4[C:22]([Cl:21])=[CH:27][CH:26]=[CH:25][C:24]=4[Cl:28])[N:30]=[CH:31][C:32]=3[CH:36]([CH3:38])[CH3:37])=[CH:14][C:13]=2[CH3:19])=[CH:10][CH:11]=1)[CH3:41]. The yield is 0.850. (2) The reactants are [CH3:1][N:2]([CH3:15])[S:3]([N:6]1[C:10]2[CH2:11][CH2:12][CH2:13][CH2:14][C:9]=2[N:8]=[CH:7]1)(=[O:5])=[O:4].C([Li])CCC.CN([CH:24]=[O:25])C.[NH4+].[Cl-]. The catalyst is C1COCC1. The product is [CH3:1][N:2]([CH3:15])[S:3]([N:6]1[C:10]2[CH2:11][CH2:12][CH2:13][CH2:14][C:9]=2[N:8]=[C:7]1[CH:24]=[O:25])(=[O:4])=[O:5]. The yield is 0.510. (3) The reactants are C(O[CH:5]([O:9][C:10](=[O:12])[CH3:11])[C:6]([CH3:8])=[CH2:7])(=O)C.[C:13]1([O:19][CH3:20])[CH:18]=[CH:17][CH:16]=[CH:15][CH:14]=1.C=CC. No catalyst specified. The product is [C:10]([O:9][CH:5]=[C:6]([CH3:7])[CH2:8][C:16]1[CH:17]=[CH:18][C:13]([O:19][CH3:20])=[CH:14][CH:15]=1)(=[O:12])[CH3:11]. The yield is 0.934.